From a dataset of Peptide-MHC class II binding affinity with 134,281 pairs from IEDB. Regression. Given a peptide amino acid sequence and an MHC pseudo amino acid sequence, predict their binding affinity value. This is MHC class II binding data. (1) The peptide sequence is INEPTAAMIAYGLDR. The MHC is HLA-DQA10102-DQB10602 with pseudo-sequence HLA-DQA10102-DQB10602. The binding affinity (normalized) is 0.868. (2) The peptide sequence is HSLLRTQRLHKFLVC. The MHC is HLA-DQA10101-DQB10501 with pseudo-sequence HLA-DQA10101-DQB10501. The binding affinity (normalized) is 0.261. (3) The peptide sequence is KELKGAYVYFASDAS. The MHC is HLA-DQA10201-DQB10202 with pseudo-sequence HLA-DQA10201-DQB10202. The binding affinity (normalized) is 0.343.